From a dataset of Full USPTO retrosynthesis dataset with 1.9M reactions from patents (1976-2016). Predict the reactants needed to synthesize the given product. (1) Given the product [F:22][C:2]([F:1])([F:21])[C:3]1[CH:8]=[CH:7][C:6]([C:9](=[O:26])[C:10]([C:12]2[CH:13]=[C:14]([F:20])[C:15]([F:19])=[C:16]([F:18])[CH:17]=2)=[O:11])=[CH:5][CH:4]=1, predict the reactants needed to synthesize it. The reactants are: [F:1][C:2]([F:22])([F:21])[C:3]1[CH:8]=[CH:7][C:6]([CH2:9][C:10]([C:12]2[CH:17]=[C:16]([F:18])[C:15]([F:19])=[C:14]([F:20])[CH:13]=2)=[O:11])=[CH:5][CH:4]=1.C1C(=O)N(Br)C(=[O:26])C1. (2) Given the product [NH:1]1[C:9]2[C:4](=[CH:5][CH:6]=[C:7]([NH:10][C:11]3[N:20]=[C:19]([NH:24][C@@H:25]4[CH2:30][CH2:29][CH2:28][CH2:27][C@@H:26]4[NH:31][C:32]([O:33][C:34]([CH3:37])([CH3:36])[CH3:35])=[O:38])[CH:18]=[C:17]([C:22]#[N:23])[C:12]=3[C:13]([O:15][CH3:16])=[O:14])[CH:8]=2)[CH:3]=[N:2]1, predict the reactants needed to synthesize it. The reactants are: [NH:1]1[C:9]2[C:4](=[CH:5][CH:6]=[C:7]([NH:10][C:11]3[N:20]=[C:19](Cl)[CH:18]=[C:17]([C:22]#[N:23])[C:12]=3[C:13]([O:15][CH3:16])=[O:14])[CH:8]=2)[CH:3]=[N:2]1.[NH2:24][C@@H:25]1[CH2:30][CH2:29][CH2:28][CH2:27][C@@H:26]1[NH:31][C:32](=[O:38])[O:33][C:34]([CH3:37])([CH3:36])[CH3:35].CCN(CC)CC.O.